From a dataset of Full USPTO retrosynthesis dataset with 1.9M reactions from patents (1976-2016). Predict the reactants needed to synthesize the given product. (1) The reactants are: [CH3:1][C@@:2]12[C:17]([CH3:19])([CH3:18])[C@@H:5]([C:6]3[C:7](=[O:16])[N:8]([CH2:11][C:12]([F:15])([F:14])[F:13])[NH:9][C:10]=31)[CH2:4][CH2:3]2.Br[CH2:21][CH2:22][C:23]1[CH:28]=[CH:27][CH:26]=[CH:25][CH:24]=1.ClCCl. Given the product [CH3:1][C@@:2]12[C:17]([CH3:19])([CH3:18])[C@@H:5]([C:6]3[C:7](=[O:16])[N:8]([CH2:11][C:12]([F:13])([F:14])[F:15])[N:9]([CH2:21][CH2:22][C:23]4[CH:28]=[CH:27][CH:26]=[CH:25][CH:24]=4)[C:10]=31)[CH2:4][CH2:3]2, predict the reactants needed to synthesize it. (2) Given the product [Cl:1][C:2]1[CH:9]=[CH:8][C:5]([CH:6]=[N:12][OH:13])=[C:4]([CH3:10])[N:3]=1, predict the reactants needed to synthesize it. The reactants are: [Cl:1][C:2]1[CH:9]=[CH:8][C:5]([CH:6]=O)=[C:4]([CH3:10])[N:3]=1.Cl.[NH2:12][OH:13].C([O-])(=O)C.[Na+]. (3) Given the product [CH2:1]([O:3][C:4]1[CH:13]=[CH:12][C:11]([CH3:14])=[CH:10][C:5]=1[C:6]([OH:8])=[O:7])[CH3:2], predict the reactants needed to synthesize it. The reactants are: [CH2:1]([O:3][C:4]1[CH:13]=[CH:12][C:11]([CH3:14])=[CH:10][C:5]=1[C:6]([O:8]C)=[O:7])[CH3:2].CO.O.[OH-].[Li+]. (4) Given the product [Cl:1][C:2]1[CH:7]=[CH:6][N:5]=[C:4]2[N:8]([S:27]([C:30]3[CH:35]=[CH:34][C:33]([CH3:36])=[CH:32][CH:31]=3)(=[O:29])=[O:28])[C:9]([C:11]3[C:19]4[C:14](=[CH:15][C:16]([O:22][CH3:23])=[C:17]([O:20][CH3:21])[CH:18]=4)[N:13]([CH2:24][CH2:25][I:37])[CH:12]=3)=[CH:10][C:3]=12, predict the reactants needed to synthesize it. The reactants are: [Cl:1][C:2]1[CH:7]=[CH:6][N:5]=[C:4]2[N:8]([S:27]([C:30]3[CH:35]=[CH:34][C:33]([CH3:36])=[CH:32][CH:31]=3)(=[O:29])=[O:28])[C:9]([C:11]3[C:19]4[C:14](=[CH:15][C:16]([O:22][CH3:23])=[C:17]([O:20][CH3:21])[CH:18]=4)[N:13]([CH2:24][CH2:25]Cl)[CH:12]=3)=[CH:10][C:3]=12.[I-:37].[Na+]. (5) Given the product [F:25][CH:26]1[CH2:30][CH2:29][N:28]([CH2:2][CH2:3][CH2:4][O:5][C:6]2[CH:11]=[CH:10][C:9]([NH:12][CH:13]=[C:14]3[C:22]4[C:17](=[CH:18][CH:19]=[CH:20][CH:21]=4)[NH:16][C:15]3=[O:23])=[CH:8][CH:7]=2)[CH2:27]1, predict the reactants needed to synthesize it. The reactants are: I[CH2:2][CH2:3][CH2:4][O:5][C:6]1[CH:11]=[CH:10][C:9]([NH:12][CH:13]=[C:14]2[C:22]3[C:17](=[CH:18][CH:19]=[CH:20][CH:21]=3)[NH:16][C:15]2=[O:23])=[CH:8][CH:7]=1.Cl.[F:25][CH:26]1[CH2:30][CH2:29][NH:28][CH2:27]1. (6) Given the product [F:20][C:19]([F:22])([F:21])[O:18][C:14]1[CH:13]=[C:12]([N:5]2[C:6]3[N:7]=[CH:8][CH:9]=[CH:10][C:11]=3[C:2]3[NH:38][N:39]=[C:24]([CH2:25][C:26]4[CH:31]=[CH:30][CH:29]=[C:28]([C:32]([F:34])([F:33])[F:35])[CH:27]=4)[C:3]=3[C:40]2=[O:43])[CH:17]=[CH:16][CH:15]=1, predict the reactants needed to synthesize it. The reactants are: O[C:2]1[C:11]2[C:6](=[N:7][CH:8]=[CH:9][CH:10]=2)[N:5]([C:12]2[CH:17]=[CH:16][CH:15]=[C:14]([O:18][C:19]([F:22])([F:21])[F:20])[CH:13]=2)C(=O)[C:3]=1[C:24](=O)[CH2:25][C:26]1[CH:31]=[CH:30][CH:29]=[C:28]([C:32]([F:35])([F:34])[F:33])[CH:27]=1.O.[NH2:38][NH2:39].[C:40](=[O:43])([O-])O.[Na+]. (7) Given the product [O:10]1[C:14]2[CH:15]=[CH:16][C:17](/[CH:19]=[CH:20]/[C:2]3[C:3]([NH2:9])=[N:4][CH:5]=[C:6]([Cl:8])[CH:7]=3)=[CH:18][C:13]=2[O:12][CH2:11]1, predict the reactants needed to synthesize it. The reactants are: Br[C:2]1[C:3]([NH2:9])=[N:4][CH:5]=[C:6]([Cl:8])[CH:7]=1.[O:10]1[C:14]2[CH:15]=[CH:16][C:17](/[CH:19]=[CH:20]/[Sn](CCCC)(CCCC)CCCC)=[CH:18][C:13]=2[O:12][CH2:11]1.C1(C)C=CC=CC=1P(C1C=CC=CC=1C)C1C=CC=CC=1C.O. (8) Given the product [C:26]([O:21][CH2:20][C:13]1[N:14]([CH2:15][C:16]([OH:18])([CH3:17])[CH3:19])[C:10]2[C:9]3[CH:8]=[CH:7][CH:6]=[CH:5][C:4]=3[N:3]=[C:2]([NH2:1])[C:11]=2[N:12]=1)(=[O:28])[CH3:27], predict the reactants needed to synthesize it. The reactants are: [NH2:1][C:2]1[C:11]2[N:12]=[C:13]([CH2:20][OH:21])[N:14]([CH2:15][C:16]([CH3:19])([OH:18])[CH3:17])[C:10]=2[C:9]2[CH:8]=[CH:7][CH:6]=[CH:5][C:4]=2[N:3]=1.ClC(Cl)C.[C:26](Cl)(=[O:28])[CH3:27]. (9) Given the product [CH3:22][O:21][C:17]1[CH:16]=[CH:15][N:14]=[C:13]([CH2:12][S:11]([C:9]2[N-:8][C:7]3[CH:23]=[CH:24][C:4]([O:3][CH:2]([F:1])[F:25])=[CH:5][C:6]=3[N:10]=2)=[O:27])[C:18]=1[O:19][CH3:20].[CH3:22][O:21][C:17]1[CH:16]=[CH:15][N:14]=[C:13]([CH2:12][S:11]([C:9]2[N-:8][C:7]3[CH:23]=[CH:24][C:4]([O:3][CH:2]([F:1])[F:25])=[CH:5][C:6]=3[N:10]=2)=[O:33])[C:18]=1[O:19][CH3:20].[OH2:38].[OH2:3].[OH2:3].[Na+:30].[Na+:30], predict the reactants needed to synthesize it. The reactants are: [F:1][CH:2]([F:25])[O:3][C:4]1[CH:24]=[CH:23][C:7]2[NH:8][C:9]([S:11][CH2:12][C:13]3[C:18]([O:19][CH3:20])=[C:17]([O:21][CH3:22])[CH:16]=[CH:15][N:14]=3)=[N:10][C:6]=2[CH:5]=1.C(=O)(O)[O-:27].[Na+:30].C(OO)(=[O:33])C.S([O-])([O-])(=[O:38])=S.[Na+].[Na+].